Dataset: Forward reaction prediction with 1.9M reactions from USPTO patents (1976-2016). Task: Predict the product of the given reaction. Given the reactants [F:1][C:2]1[CH:19]=[CH:18][C:5]([CH2:6][N:7]2[CH2:12][CH2:11][N:10]([C:13](=[O:16])[CH:14]=[CH2:15])[C@H:9]([CH3:17])[CH2:8]2)=[CH:4][CH:3]=1.Br[C:21]1[CH:33]=[CH:32][C:31]([Cl:34])=[CH:30][C:22]=1[CH2:23][C:24]1[N:25]=[N:26][N:27]([CH3:29])[N:28]=1, predict the reaction product. The product is: [Cl:34][C:31]1[CH:32]=[CH:33][C:21](/[CH:15]=[CH:14]/[C:13]([N:10]2[CH2:11][CH2:12][N:7]([CH2:6][C:5]3[CH:18]=[CH:19][C:2]([F:1])=[CH:3][CH:4]=3)[CH2:8][C@H:9]2[CH3:17])=[O:16])=[C:22]([CH2:23][C:24]2[N:25]=[N:26][N:27]([CH3:29])[N:28]=2)[CH:30]=1.